From a dataset of Forward reaction prediction with 1.9M reactions from USPTO patents (1976-2016). Predict the product of the given reaction. Given the reactants [F:1][C:2]([F:26])([F:25])[C@H:3]([N:12]1[CH2:16][CH2:15][C@H:14]([NH:17][C:18](=[O:24])[O:19][C:20]([CH3:23])([CH3:22])[CH3:21])[CH2:13]1)[C:4]1[CH:5]=[N:6][C:7]([NH:10][NH2:11])=[CH:8][CH:9]=1.[F:27][C:28]1[CH:29]=[C:30]2[C:35](=[C:36]([O:38][CH:39]([CH3:41])[CH3:40])[CH:37]=1)[N:34]=[C:33]([CH:42]=O)[CH:32]=[CH:31]2, predict the reaction product. The product is: [F:26][C:2]([F:25])([F:1])[C@H:3]([N:12]1[CH2:16][CH2:15][C@H:14]([NH:17][C:18](=[O:24])[O:19][C:20]([CH3:22])([CH3:23])[CH3:21])[CH2:13]1)[C:4]1[CH:5]=[N:6][C:7]([NH:10]/[N:11]=[CH:42]/[C:33]2[CH:32]=[CH:31][C:30]3[C:35](=[C:36]([O:38][CH:39]([CH3:41])[CH3:40])[CH:37]=[C:28]([F:27])[CH:29]=3)[N:34]=2)=[CH:8][CH:9]=1.